This data is from Full USPTO retrosynthesis dataset with 1.9M reactions from patents (1976-2016). The task is: Predict the reactants needed to synthesize the given product. (1) Given the product [N:1]1[C:10]2[C:5](=[CH:6][CH:7]=[CH:8][CH:9]=2)[CH:4]=[CH:3][C:2]=1[C:11]([O:13][CH3:18])=[O:12], predict the reactants needed to synthesize it. The reactants are: [N:1]1[C:10]2[C:5](=[CH:6][CH:7]=[CH:8][CH:9]=2)[CH:4]=[CH:3][C:2]=1[C:11]([OH:13])=[O:12].S(Cl)(Cl)=O.[CH3:18]O. (2) Given the product [C:1]([NH:8][C@H:9]([C:11]([NH:14][CH:15]1[C:21]2[CH:22]=[CH:23][CH:24]=[CH:25][C:20]=2[C:19]2[CH:26]=[CH:27][CH:28]=[C:29]3[CH2:30][CH2:31][CH2:32][N:17]([C:18]=23)[C:16]1=[O:33])=[O:13])[CH3:10])([O:3][C:4]([CH3:5])([CH3:6])[CH3:7])=[O:2], predict the reactants needed to synthesize it. The reactants are: [C:1]([NH:8][C@H:9]([C:11]([OH:13])=O)[CH3:10])([O:3][C:4]([CH3:7])([CH3:6])[CH3:5])=[O:2].[NH2:14][CH:15]1[C:21]2[CH:22]=[CH:23][CH:24]=[CH:25][C:20]=2[C:19]2[CH:26]=[CH:27][CH:28]=[C:29]3[CH2:30][CH2:31][CH2:32][N:17]([C:18]=23)[C:16]1=[O:33].